This data is from Full USPTO retrosynthesis dataset with 1.9M reactions from patents (1976-2016). The task is: Predict the reactants needed to synthesize the given product. (1) Given the product [Cl:28][C:5]1[C:4]2[C:9](=[CH:10][CH:11]=[C:2]([C:35]([C:34]3[N:30]([CH3:29])[CH:31]=[N:32][CH:33]=3)([C:37]3[CH:42]=[CH:41][N:40]=[C:39]([C:43]([F:46])([F:44])[F:45])[CH:38]=3)[OH:36])[CH:3]=2)[N:8]=[C:7]([O:12][CH3:13])[C:6]=1[CH2:14][N:15]1[CH2:20][CH2:19][N:18]2[N:21]=[C:22]([C:24]([F:27])([F:26])[F:25])[N:23]=[C:17]2[CH2:16]1, predict the reactants needed to synthesize it. The reactants are: Br[C:2]1[CH:3]=[C:4]2[C:9](=[CH:10][CH:11]=1)[N:8]=[C:7]([O:12][CH3:13])[C:6]([CH2:14][N:15]1[CH2:20][CH2:19][N:18]3[N:21]=[C:22]([C:24]([F:27])([F:26])[F:25])[N:23]=[C:17]3[CH2:16]1)=[C:5]2[Cl:28].[CH3:29][N:30]1[C:34]([C:35]([C:37]2[CH:42]=[CH:41][N:40]=[C:39]([C:43]([F:46])([F:45])[F:44])[CH:38]=2)=[O:36])=[CH:33][N:32]=[CH:31]1.FC(F)(F)C1C=C(C=O)C=CN=1. (2) Given the product [OH:12][CH2:11][C:9]1[C:10]2[C:2]3[NH:1][CH:17]([C:18]4[CH:23]=[CH:22][CH:21]=[CH:20][CH:19]=4)[NH:16][C:14](=[O:15])[C:3]=3[S:4][C:5]=2[N:6]=[C:7]([CH3:13])[CH:8]=1, predict the reactants needed to synthesize it. The reactants are: [NH2:1][C:2]1[C:10]2[C:5](=[N:6][C:7]([CH3:13])=[CH:8][C:9]=2[CH2:11][OH:12])[S:4][C:3]=1[C:14]([NH2:16])=[O:15].[CH:17](=O)[C:18]1[CH:23]=[CH:22][CH:21]=[CH:20][CH:19]=1.O.C(OCC)(=O)C. (3) Given the product [Cl:24][C:21]1[CH:22]=[C:23]2[C:18](=[CH:19][CH:20]=1)[NH:17][C:16](=[O:25])[C:15]2=[C:9]1[C:8]2[C:12](=[CH:13][CH:14]=[C:6]([NH:5][C:3](=[O:4])[CH2:2][N:5]3[CH2:6][CH2:14][O:26][CH2:2][CH2:3]3)[CH:7]=2)[CH2:11][O:10]1, predict the reactants needed to synthesize it. The reactants are: Br[CH2:2][C:3]([NH:5][C:6]1[CH:7]=[C:8]2[C:12](=[CH:13][CH:14]=1)[CH2:11][O:10][C:9]2=[C:15]1[C:23]2[C:18](=[CH:19][CH:20]=[C:21]([Cl:24])[CH:22]=2)[NH:17][C:16]1=[O:25])=[O:4].[OH2:26]. (4) Given the product [F:6][C:7]1[CH:8]=[CH:9][C:10]([O:16][C:17]2[CH:22]=[CH:21][CH:20]=[CH:19][CH:18]=2)=[C:11]([CH:12]=1)[NH2:13], predict the reactants needed to synthesize it. The reactants are: O.O.Cl[Sn]Cl.[F:6][C:7]1[CH:8]=[CH:9][C:10]([O:16][C:17]2[CH:22]=[CH:21][CH:20]=[CH:19][CH:18]=2)=[C:11]([N+:13]([O-])=O)[CH:12]=1. (5) Given the product [CH:21]1([NH:24][CH2:19][C:17]2[CH:16]=[CH:15][C:13]3[N:14]=[C:10]([N:7]4[CH2:8][CH2:9][N:4]([CH:1]5[CH2:3][CH2:2]5)[CH2:5][CH2:6]4)[S:11][C:12]=3[CH:18]=2)[CH2:23][CH2:22]1, predict the reactants needed to synthesize it. The reactants are: [CH:1]1([N:4]2[CH2:9][CH2:8][N:7]([C:10]3[S:11][C:12]4[CH:18]=[C:17]([CH:19]=O)[CH:16]=[CH:15][C:13]=4[N:14]=3)[CH2:6][CH2:5]2)[CH2:3][CH2:2]1.[CH:21]1([NH2:24])[CH2:23][CH2:22]1.CC(O)=O.[BH3-]C#N.[Na+]. (6) Given the product [Cl:13][C:10]1[C:9]2[C:4](=[CH:5][C:6]([F:15])=[CH:7][C:8]=2[F:14])[N:3]=[C:2]([CH2:21][C:20]2[CH:23]=[CH:24][CH:25]=[C:18]([F:17])[CH:19]=2)[C:11]=1[CH3:12], predict the reactants needed to synthesize it. The reactants are: Cl[C:2]1[C:11]([CH3:12])=[C:10]([Cl:13])[C:9]2[C:4](=[CH:5][C:6]([F:15])=[CH:7][C:8]=2[F:14])[N:3]=1.[Cl-].[F:17][C:18]1[CH:19]=[C:20]([CH:23]=[CH:24][CH:25]=1)[CH2:21][Zn+]. (7) Given the product [Na+:18].[NH2:24][C:25]1[C:34]2[C:29](=[CH:30][CH:31]=[CH:32][CH:33]=2)[C:28]([S:35]([O-:38])(=[O:36])=[O:37])=[CH:27][C:26]=1[N:23]=[N:11][C:10]1[CH:12]=[CH:13][C:7]([C:3]2[CH:2]=[N:1][CH:6]=[CH:5][CH:4]=2)=[CH:8][CH:9]=1, predict the reactants needed to synthesize it. The reactants are: [N:1]1[CH:6]=[CH:5][CH:4]=[C:3]([C:7]2[CH:13]=[CH:12][C:10]([NH2:11])=[CH:9][CH:8]=2)[CH:2]=1.Cl.N([O-])=O.[Na+:18].S([NH2:23])(=O)(=O)O.[NH2:24][C:25]1[C:34]2[C:29](=[CH:30][CH:31]=[CH:32][CH:33]=2)[C:28]([S:35]([OH:38])(=[O:37])=[O:36])=[CH:27][CH:26]=1.[OH-].[Na+].[Cl-].[Na+].